This data is from Full USPTO retrosynthesis dataset with 1.9M reactions from patents (1976-2016). The task is: Predict the reactants needed to synthesize the given product. (1) Given the product [Cl:1][C:2]1[CH:3]=[CH:4][C:5]([C:8]2[N:12]([CH:13]3[CH2:14][CH2:15]3)[C:11](=[O:16])[N:10]([CH2:17][C:18]([NH:26][NH2:27])=[O:19])[N:9]=2)=[CH:6][CH:7]=1, predict the reactants needed to synthesize it. The reactants are: [Cl:1][C:2]1[CH:7]=[CH:6][C:5]([C:8]2[N:12]([CH:13]3[CH2:15][CH2:14]3)[C:11](=[O:16])[N:10]([CH2:17][C:18](O)=[O:19])[N:9]=2)=[CH:4][CH:3]=1.C[Si](C=[N+:26]=[N-:27])(C)C.O.NN. (2) Given the product [CH3:17][N:9]([CH2:8][C:6]1[N:7]=[C:3]([CH:1]=[N:30][NH:29][C:26]2[CH:25]=[CH:24][C:23]([C:22]3[O:18][CH:19]=[N:20][CH:21]=3)=[CH:28][CH:27]=2)[S:4][CH:5]=1)[C:10](=[O:16])[O:11][C:12]([CH3:15])([CH3:14])[CH3:13], predict the reactants needed to synthesize it. The reactants are: [CH:1]([C:3]1[S:4][CH:5]=[C:6]([CH2:8][N:9]([CH3:17])[C:10](=[O:16])[O:11][C:12]([CH3:15])([CH3:14])[CH3:13])[N:7]=1)=O.[O:18]1[C:22]([C:23]2[CH:28]=[CH:27][C:26]([NH:29][NH2:30])=[CH:25][CH:24]=2)=[CH:21][N:20]=[CH:19]1.